From a dataset of Forward reaction prediction with 1.9M reactions from USPTO patents (1976-2016). Predict the product of the given reaction. (1) Given the reactants [Br:1][C:2]1[CH:10]=[C:9]2[C:5]([CH:6]=[N:7][N:8]2S(C2C=CC=CC=2)(=O)=O)=[C:4]([C:20]2[O:21][C:22]([CH2:25]Cl)=[N:23][N:24]=2)[CH:3]=1.[I-].[Na+].[N:29]1([CH2:35][CH2:36][CH2:37][NH2:38])[CH2:34][CH2:33][O:32][CH2:31][CH2:30]1.CCN(C(C)C)C(C)C, predict the reaction product. The product is: [Br:1][C:2]1[CH:10]=[C:9]2[C:5]([CH:6]=[N:7][NH:8]2)=[C:4]([C:20]2[O:21][C:22]([CH2:25][NH:38][CH2:37][CH2:36][CH2:35][N:29]3[CH2:34][CH2:33][O:32][CH2:31][CH2:30]3)=[N:23][N:24]=2)[CH:3]=1. (2) Given the reactants [Cl:1][C:2]1[CH:3]=[C:4]2[C:9](=[CH:10][CH:11]=1)[CH:8]=[C:7]([S:12]([CH2:15][CH2:16][C:17]([N:19]([CH2:33][CH2:34][C:35]([OH:37])=[O:36])[CH:20]1[CH2:25][CH2:24][N:23]([C:26]3[CH:31]=[CH:30][N:29]=[C:28]([CH3:32])[CH:27]=3)[CH2:22][CH2:21]1)=[O:18])(=[O:14])=[O:13])[CH:6]=[CH:5]2.S(=O)(=O)(O)O.[CH2:43](O)[CH3:44], predict the reaction product. The product is: [Cl:1][C:2]1[CH:3]=[C:4]2[C:9](=[CH:10][CH:11]=1)[CH:8]=[C:7]([S:12]([CH2:15][CH2:16][C:17]([N:19]([CH2:33][CH2:34][C:35]([O:37][CH2:43][CH3:44])=[O:36])[CH:20]1[CH2:25][CH2:24][N:23]([C:26]3[CH:31]=[CH:30][N:29]=[C:28]([CH3:32])[CH:27]=3)[CH2:22][CH2:21]1)=[O:18])(=[O:13])=[O:14])[CH:6]=[CH:5]2. (3) Given the reactants [CH2:1]([O:3][C:4]([CH:6]1[CH2:11][NH:10][C:9]2[CH:12]=[C:13]([Cl:22])[C:14]([N+:19]([O-:21])=[O:20])=[C:15]([N+:16]([O-:18])=[O:17])[C:8]=2[O:7]1)=[O:5])[CH3:2].[C:23](O[C:23]([O:25][C:26]([CH3:29])([CH3:28])[CH3:27])=[O:24])([O:25][C:26]([CH3:29])([CH3:28])[CH3:27])=[O:24], predict the reaction product. The product is: [CH3:2][CH2:1][O:3][C:4]([CH:6]1[CH2:11][N:10]([C:23]([O:25][C:26]([CH3:29])([CH3:28])[CH3:27])=[O:24])[C:9]2[CH:12]=[C:13]([Cl:22])[C:14]([N+:19]([O-:21])=[O:20])=[C:15]([N+:16]([O-:18])=[O:17])[C:8]=2[O:7]1)=[O:5]. (4) The product is: [Br:1][CH2:2][C:3]1[C:12]2[C:7](=[CH:8][CH:9]=[CH:10][CH:11]=2)[C:6]([C:13]([NH:22][C:23]2[C:24]([C:29]([NH:31][CH2:32][CH:33]3[CH2:38][CH2:37][CH2:36][CH2:35][N:34]3[C:39]([O:41][C:42]([CH3:45])([CH3:44])[CH3:43])=[O:40])=[O:30])=[N:25][CH:26]=[CH:27][CH:28]=2)=[O:15])=[CH:5][CH:4]=1. Given the reactants [Br:1][CH2:2][C:3]1[C:12]2[C:7](=[CH:8][CH:9]=[CH:10][CH:11]=2)[C:6]([C:13]([OH:15])=O)=[CH:5][CH:4]=1.C(Cl)(=O)C(Cl)=O.[NH2:22][C:23]1[C:24]([C:29]([NH:31][CH2:32][CH:33]2[CH2:38][CH2:37][CH2:36][CH2:35][N:34]2[C:39]([O:41][C:42]([CH3:45])([CH3:44])[CH3:43])=[O:40])=[O:30])=[N:25][CH:26]=[CH:27][CH:28]=1.CCN(C(C)C)C(C)C, predict the reaction product. (5) Given the reactants [F:1][C:2]1[CH:7]=[CH:6][C:5]([NH:8][C:9](=[O:23])[CH2:10][C:11]2[C:19]3[C:14](=[CH:15][CH:16]=[C:17]([O:20][CH3:21])[CH:18]=3)[NH:13][C:12]=2[CH3:22])=[CH:4][CH:3]=1.[H-].[Na+].[Cl:26][C:27]1[CH:35]=[CH:34][C:30]([C:31](Cl)=[O:32])=[C:29]([N+:36]([O-:38])=[O:37])[CH:28]=1, predict the reaction product. The product is: [Cl:26][C:27]1[CH:35]=[CH:34][C:30]([C:31]([N:13]2[C:14]3[C:19](=[CH:18][C:17]([O:20][CH3:21])=[CH:16][CH:15]=3)[C:11]([CH2:10][C:9]([NH:8][C:5]3[CH:4]=[CH:3][C:2]([F:1])=[CH:7][CH:6]=3)=[O:23])=[C:12]2[CH3:22])=[O:32])=[C:29]([N+:36]([O-:38])=[O:37])[CH:28]=1. (6) Given the reactants N(C(OC(C)C)=O)=NC(OC(C)C)=O.[CH:15]1([C@@:20]([OH:30])([C:24]2[CH:29]=[CH:28][CH:27]=[CH:26][CH:25]=2)[C:21]([OH:23])=[O:22])[CH2:19][CH2:18][CH2:17][CH2:16]1.[C:31]([O:35][C:36]([N:38]1[CH2:42][CH2:41][C@@H:40](O)[CH2:39]1)=[O:37])([CH3:34])([CH3:33])[CH3:32].C1(P(C2C=CC=CC=2)C2C=CC=CC=2)C=CC=CC=1, predict the reaction product. The product is: [C:31]([O:35][C:36]([N:38]1[CH2:42][CH2:41][C@@H:40]([O:22][C:21](=[O:23])[C@:20]([CH:15]2[CH2:19][CH2:18][CH2:17][CH2:16]2)([OH:30])[C:24]2[CH:25]=[CH:26][CH:27]=[CH:28][CH:29]=2)[CH2:39]1)=[O:37])([CH3:34])([CH3:32])[CH3:33].